Predict the reaction yield, written as a fraction of the theoretical maximum amount of product (1.0 means a 100% yield; for example, 0.34 means a 34% yield). From a dataset of Reaction yield outcomes from USPTO patents with 853,638 reactions. (1) The reactants are [NH2:1][C:2]1[CH:3]=[C:4]([CH:8]=[CH:9][C:10]=1[O:11][CH3:12])[C:5]([OH:7])=[O:6].S(=O)(=O)(O)O.[CH3:18]O. No catalyst specified. The product is [NH2:1][C:2]1[CH:3]=[C:4]([CH:8]=[CH:9][C:10]=1[O:11][CH3:12])[C:5]([O:7][CH3:18])=[O:6]. The yield is 0.940. (2) The reactants are Br[C:2]1[CH:14]=[CH:13][C:12]2[C:11]3[C:6](=[CH:7][C:8](Br)=[CH:9][CH:10]=3)[C:5](=[O:16])[C:4]=2[CH:3]=1.[CH2:17]([N:19]([CH2:23][CH3:24])[CH2:20][C:21]#[CH:22])[CH3:18].[CH2:25]([N:27]([CH2:30][CH3:31])[CH2:28][CH3:29])[CH3:26].[CH3:32]N(C=O)C. The catalyst is CCOC(C)=O.Cl[Pd-2](Cl)(P(C1C=CC=CC=1)(C1C=CC=CC=1)C1C=CC=CC=1)P(C1C=CC=CC=1)(C1C=CC=CC=1)C1C=CC=CC=1.[Cu]I. The product is [CH2:17]([N:19]([CH2:23][CH3:24])[CH2:20][C:21]#[C:22][C:2]1[CH:14]=[CH:13][C:12]2[C:11]3[C:6](=[CH:7][C:8]([C:32]#[C:26][CH2:25][N:27]([CH2:30][CH3:31])[CH2:28][CH3:29])=[CH:9][CH:10]=3)[C:5](=[O:16])[C:4]=2[CH:3]=1)[CH3:18]. The yield is 0.950. (3) The reactants are C(=O)([S:3][CH2:4][CH2:5][CH2:6][CH2:7][CH2:8][CH2:9][CH2:10][CH2:11][CH2:12][CH2:13][CH2:14][O:15][CH2:16][CH2:17][O:18][CH2:19][CH2:20][O:21][CH2:22][CH2:23][O:24][C:25]1[CH:30]=[CH:29][C:28]([OH:31])=[CH:27][CH:26]=1)C.C(O)(=O)C.NN. The catalyst is CO. The product is [SH:3][CH2:4][CH2:5][CH2:6][CH2:7][CH2:8][CH2:9][CH2:10][CH2:11][CH2:12][CH2:13][CH2:14][O:15][CH2:16][CH2:17][O:18][CH2:19][CH2:20][O:21][CH2:22][CH2:23][O:24][C:25]1[CH:30]=[CH:29][C:28]([OH:31])=[CH:27][CH:26]=1. The yield is 0.700. (4) The reactants are [CH2:1]([O:8][C:9]([NH:11][C:12]1[C:13]([C:29](O)=[O:30])=[N:14][C:15]2[C:20]([CH:21]=1)=[CH:19][CH:18]=[C:17]([N:22]1[CH2:27][CH2:26][CH2:25][CH2:24][C:23]1=[O:28])[CH:16]=2)=[O:10])[C:2]1[CH:7]=[CH:6][CH:5]=[CH:4][CH:3]=1.[NH2:32][C:33]1[CH:34]=[N:35][CH:36]=[CH:37][C:38]=1[N:39]1[CH2:44][C@H:43]([CH3:45])[C@@H:42]([O:46][Si](C(C)(C)C)(C)C)[C@H:41]([NH:54]C(=O)OC(C)(C)C)[CH2:40]1.CN(C(ON1N=NC2C=CC=NC1=2)=[N+](C)C)C.F[P-](F)(F)(F)(F)F.CCN(C(C)C)C(C)C. The catalyst is CN(C=O)C.CCOC(C)=O.[OH-].[Na+]. The product is [CH2:1]([O:8][C:9](=[O:10])[NH:11][C:12]1[C:13]([C:29]([NH:32][C:33]2[CH:34]=[N:35][CH:36]=[CH:37][C:38]=2[N:39]2[CH2:44][C@H:43]([CH3:45])[C@@H:42]([OH:46])[C@H:41]([NH2:54])[CH2:40]2)=[O:30])=[N:14][C:15]2[C:20]([CH:21]=1)=[CH:19][CH:18]=[C:17]([N:22]1[CH2:27][CH2:26][CH2:25][CH2:24][C:23]1=[O:28])[CH:16]=2)[C:2]1[CH:3]=[CH:4][CH:5]=[CH:6][CH:7]=1. The yield is 0.320. (5) The reactants are [Cl:1][C:2]1[C:3](F)=[CH:4][C:5]([F:28])=[C:6]([S:8]([N:11]([CH2:17][C:18]2[CH:23]=[CH:22][C:21]([O:24][CH3:25])=[CH:20][C:19]=2[O:26][CH3:27])[C:12]2[S:13][CH:14]=[N:15][N:16]=2)(=[O:10])=[O:9])[CH:7]=1.[F:30][C:31]1[C:32]([C:44]([F:47])([F:46])[F:45])=[CH:33][C:34]([C:38]2[CH:43]=[CH:42][N:41]=[N:40][CH:39]=2)=[C:35]([OH:37])[CH:36]=1.C(=O)([O-])[O-].[K+].[K+].CS(C)=O. The catalyst is O.[Cl-].[NH4+]. The product is [Cl:1][C:2]1[C:3]([O:37][C:35]2[CH:36]=[C:31]([F:30])[C:32]([C:44]([F:47])([F:45])[F:46])=[CH:33][C:34]=2[C:38]2[CH:43]=[CH:42][N:41]=[N:40][CH:39]=2)=[CH:4][C:5]([F:28])=[C:6]([S:8]([N:11]([CH2:17][C:18]2[CH:23]=[CH:22][C:21]([O:24][CH3:25])=[CH:20][C:19]=2[O:26][CH3:27])[C:12]2[S:13][CH:14]=[N:15][N:16]=2)(=[O:9])=[O:10])[CH:7]=1. The yield is 0.230. (6) The reactants are [CH3:1][P:2]1(=[O:14])[CH2:7][CH2:6][C:5](C(O)=O)([C:8]([OH:10])=[O:9])[CH2:4][CH2:3]1.C(=O)=O. The catalyst is O. The product is [CH3:1][P:2]1(=[O:14])[CH2:7][CH2:6][CH:5]([C:8]([OH:10])=[O:9])[CH2:4][CH2:3]1. The yield is 1.00. (7) The reactants are [CH3:1][O:2][C:3]([C:5]1([C:8]2[CH:13]=[CH:12][CH:11]=[CH:10][C:9]=2[C:14]#[C:15][C:16]2[C:21]([C:22]([F:25])([F:24])[F:23])=[CH:20][N:19]=[C:18]([NH:26][C:27]3[CH:32]=[CH:31][C:30]([CH:33]4[CH2:38][CH2:37][N:36]([C:39]([O:41][C:42]([CH3:45])([CH3:44])[CH3:43])=[O:40])[CH2:35][CH2:34]4)=[CH:29][CH:28]=3)[N:17]=2)[CH2:7][CH2:6]1)=[O:4].CCN(CC)CC. The catalyst is CN(C=O)C.CCOC(C)=O.[Pd]. The product is [CH3:1][O:2][C:3]([C:5]1([C:8]2[CH:13]=[CH:12][CH:11]=[CH:10][C:9]=2[CH2:14][CH2:15][C:16]2[C:21]([C:22]([F:23])([F:25])[F:24])=[CH:20][N:19]=[C:18]([NH:26][C:27]3[CH:32]=[CH:31][C:30]([CH:33]4[CH2:34][CH2:35][N:36]([C:39]([O:41][C:42]([CH3:44])([CH3:45])[CH3:43])=[O:40])[CH2:37][CH2:38]4)=[CH:29][CH:28]=3)[N:17]=2)[CH2:7][CH2:6]1)=[O:4]. The yield is 0.990.